From a dataset of Catalyst prediction with 721,799 reactions and 888 catalyst types from USPTO. Predict which catalyst facilitates the given reaction. (1) Reactant: [CH3:1][S:2]([C:5]1[CH:10]=[CH:9][N:8]=[C:7]([CH2:11]O)[C:6]=1[CH3:13])(=[O:4])=[O:3].S(Cl)([Cl:16])=O. Product: [Cl:16][CH2:11][C:7]1[C:6]([CH3:13])=[C:5]([S:2]([CH3:1])(=[O:4])=[O:3])[CH:10]=[CH:9][N:8]=1. The catalyst class is: 22. (2) Reactant: [F:1][C:2]1[CH:3]=[C:4]([O-:11])[C:5]([N+:8]([O-])=O)=[N:6][CH:7]=1.[Na+]. Product: [NH2:8][C:5]1[C:4]([OH:11])=[CH:3][C:2]([F:1])=[CH:7][N:6]=1. The catalyst class is: 865. (3) Reactant: [OH:1][CH2:2][C:3]#[C:4][C:5]1[N:13]2[C:8]([CH:9]=[CH:10][CH:11]=[CH:12]2)=[CH:7][C:6]=1[C:14]([O:16][CH2:17][CH3:18])=[O:15].N1C=CN=C1.[CH:24]([Si:27](Cl)([CH:31]([CH3:33])[CH3:32])[CH:28]([CH3:30])[CH3:29])([CH3:26])[CH3:25]. Product: [CH3:25][CH:24]([Si:27]([CH:31]([CH3:33])[CH3:32])([CH:28]([CH3:30])[CH3:29])[O:1][CH2:2][C:3]#[C:4][C:5]1[N:13]2[C:8]([CH:9]=[CH:10][CH:11]=[CH:12]2)=[CH:7][C:6]=1[C:14]([O:16][CH2:17][CH3:18])=[O:15])[CH3:26]. The catalyst class is: 31. (4) Reactant: [N+](C1C=CC(C([O:10][C:11]([C:18]2[N:19]=[N:20][N:21]([CH2:23][C:24]3[CH:33]=[C:32]4[C:27]([C:28]([C:35]5[CH:40]=[CH:39][C:38]([F:41])=[CH:37][CH:36]=5)=[CH:29][C:30]([Cl:34])=[N:31]4)=[CH:26][CH:25]=3)[CH:22]=2)([C:14]([F:17])([F:16])[F:15])[CH2:12][CH3:13])=O)=CC=1)([O-])=O.[Li+].[OH-].O. Product: [Cl:34][C:30]1[CH:29]=[C:28]([C:35]2[CH:40]=[CH:39][C:38]([F:41])=[CH:37][CH:36]=2)[C:27]2[C:32](=[CH:33][C:24]([CH2:23][N:21]3[CH:22]=[C:18]([C@@:11]([OH:10])([CH2:12][CH3:13])[C:14]([F:17])([F:15])[F:16])[N:19]=[N:20]3)=[CH:25][CH:26]=2)[N:31]=1. The catalyst class is: 1. (5) Reactant: [CH3:1][O:2][C:3]1[CH:28]=[CH:27][C:26]([O:29][CH3:30])=[CH:25][C:4]=1[C:5]([N:7]1[CH2:11][CH2:10][C:9]([C:19]2[CH:24]=[CH:23][CH:22]=[CH:21][CH:20]=2)([CH2:12][CH2:13]OS(C)(=O)=O)[CH2:8]1)=[O:6].I.[CH2:32]([O:34][CH2:35][CH2:36][N:37]1[C:41]2[CH:42]=[CH:43][CH:44]=[CH:45][C:40]=2[N:39]=[C:38]1[N:46]1[CH2:52][CH2:51][CH2:50][NH:49][CH2:48][CH2:47]1)[CH3:33]. Product: [CH3:1][O:2][C:3]1[CH:28]=[CH:27][C:26]([O:29][CH3:30])=[CH:25][C:4]=1[C:5]([N:7]1[CH2:11][CH2:10][C:9]([CH2:12][CH2:13][N:49]2[CH2:50][CH2:51][CH2:52][N:46]([C:38]3[N:37]([CH2:36][CH2:35][O:34][CH2:32][CH3:33])[C:41]4[CH:42]=[CH:43][CH:44]=[CH:45][C:40]=4[N:39]=3)[CH2:47][CH2:48]2)([C:19]2[CH:24]=[CH:23][CH:22]=[CH:21][CH:20]=2)[CH2:8]1)=[O:6]. The catalyst class is: 98. (6) Reactant: Br[CH2:2][C:3](=O)[C:4]([CH3:7])([CH3:6])[CH3:5].[NH2:9][C:10]([NH2:12])=[S:11].C(=O)([O-])O.[Na+]. Product: [NH2:12][C:10]1[S:11][CH:2]=[C:3]([C:4]([CH3:7])([CH3:6])[CH3:5])[N:9]=1. The catalyst class is: 8.